From a dataset of Full USPTO retrosynthesis dataset with 1.9M reactions from patents (1976-2016). Predict the reactants needed to synthesize the given product. (1) Given the product [ClH:1].[CH3:18][O:19][C:20]1[C:26]([O:27][CH3:28])=[CH:25][C:23]([NH:24][C:2]2[CH:7]=[C:6]([C:8]([F:11])([F:10])[F:9])[N:5]=[C:4]([C:12]3[CH:17]=[CH:16][N:15]=[CH:14][CH:13]=3)[N:3]=2)=[C:22]([CH3:29])[CH:21]=1, predict the reactants needed to synthesize it. The reactants are: [Cl:1][C:2]1[CH:7]=[C:6]([C:8]([F:11])([F:10])[F:9])[N:5]=[C:4]([C:12]2[CH:17]=[CH:16][N:15]=[CH:14][CH:13]=2)[N:3]=1.[CH3:18][O:19][C:20]1[C:26]([O:27][CH3:28])=[CH:25][C:23]([NH2:24])=[C:22]([CH3:29])[CH:21]=1. (2) Given the product [Cl:1][C:2]1[CH:3]=[C:4]([N:9]2[C:13]([C:14]3[CH:19]=[CH:18][CH:17]=[C:16]([O:20][C:21]([F:23])([F:22])[F:24])[CH:15]=3)=[CH:12][C:11]([C:25]([N:51]3[CH2:55][C:54](=[O:56])[NH:53][CH2:52]3)=[O:26])=[N:10]2)[CH:5]=[CH:6][C:7]=1[F:8], predict the reactants needed to synthesize it. The reactants are: [Cl:1][C:2]1[CH:3]=[C:4]([N:9]2[C:13]([C:14]3[CH:19]=[CH:18][CH:17]=[C:16]([O:20][C:21]([F:24])([F:23])[F:22])[CH:15]=3)=[CH:12][C:11]([C:25](O)=[O:26])=[N:10]2)[CH:5]=[CH:6][C:7]=1[F:8].ClC1C=C(N2C(C3C=C(F)C=C(Cl)C=3)=CC(C([N:51]3[CH2:55][C:54](=[O:56])[NH:53][CH2:52]3)=O)=N2)C=CC=1F. (3) Given the product [F:13][C:10]1[S:9][C:8]([C:6](=[N:24][OH:25])[CH2:5][N:4]([CH2:14][CH:15]=[CH2:16])[CH2:1][CH:2]=[CH2:3])=[CH:12][CH:11]=1, predict the reactants needed to synthesize it. The reactants are: [CH2:1]([N:4]([CH2:14][CH:15]=[CH2:16])[CH2:5][C:6]([C:8]1[S:9][C:10]([F:13])=[CH:11][CH:12]=1)=O)[CH:2]=[CH2:3].N1C=CC=CC=1.Cl.[NH2:24][OH:25]. (4) Given the product [CH3:10][O:8][C:1](=[O:9])[CH2:2][CH2:3][CH2:4][CH2:5][C:6]#[CH:7], predict the reactants needed to synthesize it. The reactants are: [C:1]([OH:9])(=[O:8])[CH2:2][CH2:3][CH2:4][CH2:5][C:6]#[CH:7].[C:10](OCC)(=O)C. (5) Given the product [F:1][C:2]1[CH:3]=[CH:4][C:5]2=[C:6]([CH:37]=1)[O:7][CH2:8][C:9]1[CH:19]=[C:18]([CH:20]([OH:21])[C:22]3[N:26]4[CH:27]=[CH:28][C:29]([C:31]([F:34])([F:33])[F:32])=[CH:30][C:25]4=[N:24][C:23]=3[O:35][CH3:36])[CH:17]=[CH:16][C:10]=1/[C:11]/2=[C:12](/[CH3:15])\[C:13]#[N:14], predict the reactants needed to synthesize it. The reactants are: [F:1][C:2]1[CH:3]=[CH:4][C:5]2=[C:6]([CH:37]=1)[O:7][CH2:8][C:9]1[CH:19]=[C:18]([C:20]([C:22]3[N:26]4[CH:27]=[CH:28][C:29]([C:31]([F:34])([F:33])[F:32])=[CH:30][C:25]4=[N:24][C:23]=3[O:35][CH3:36])=[O:21])[CH:17]=[CH:16][C:10]=1/[C:11]/2=[C:12](/[CH3:15])\[C:13]#[N:14].[BH4-].[Li+].O. (6) Given the product [CH3:1][N:2]([CH3:17])[C:3]1([C:11]2[CH:16]=[CH:15][CH:14]=[CH:13][CH:12]=2)[CH2:8][CH2:7][C:6]([CH3:18])([CH:9]=[O:10])[CH2:5][CH2:4]1, predict the reactants needed to synthesize it. The reactants are: [CH3:1][N:2]([CH3:17])[C:3]1([C:11]2[CH:16]=[CH:15][CH:14]=[CH:13][CH:12]=2)[CH2:8][CH2:7][CH:6]([CH:9]=[O:10])[CH2:5][CH2:4]1.[C:18](O[K])(C)(C)C.CI.